Regression. Given a peptide amino acid sequence and an MHC pseudo amino acid sequence, predict their binding affinity value. This is MHC class II binding data. From a dataset of Peptide-MHC class II binding affinity with 134,281 pairs from IEDB. (1) The peptide sequence is PATLIKAIDGDTVKLMYKGQ. The MHC is HLA-DQA10301-DQB10301 with pseudo-sequence HLA-DQA10301-DQB10301. The binding affinity (normalized) is 0. (2) The peptide sequence is APEVKYTVFETALKKAITAM. The MHC is HLA-DQA10301-DQB10302 with pseudo-sequence HLA-DQA10301-DQB10302. The binding affinity (normalized) is 0.219. (3) The peptide sequence is RDGGQLRIPSLLHGG. The MHC is HLA-DQA10101-DQB10501 with pseudo-sequence HLA-DQA10101-DQB10501. The binding affinity (normalized) is 0. (4) The peptide sequence is RVSDVSVLMKEYDVS. The MHC is DRB1_1501 with pseudo-sequence DRB1_1501. The binding affinity (normalized) is 0.373. (5) The peptide sequence is ENVKMEDVGYPIIID. The MHC is DRB1_0802 with pseudo-sequence DRB1_0802. The binding affinity (normalized) is 0.192. (6) The peptide sequence is EDLVRAYHSMSSTHE. The MHC is HLA-DPA10301-DPB10402 with pseudo-sequence HLA-DPA10301-DPB10402. The binding affinity (normalized) is 0.331. (7) The peptide sequence is LLFCALASSCQVAFS. The MHC is HLA-DQA10401-DQB10402 with pseudo-sequence HLA-DQA10401-DQB10402. The binding affinity (normalized) is 0.225. (8) The MHC is DRB1_1602 with pseudo-sequence DRB1_1602. The binding affinity (normalized) is 0.206. The peptide sequence is CILAWILVRIINVRS. (9) The peptide sequence is ADATAGTTVYGAFAA. The MHC is HLA-DPA10103-DPB10601 with pseudo-sequence HLA-DPA10103-DPB10601. The binding affinity (normalized) is 0.